Dataset: Forward reaction prediction with 1.9M reactions from USPTO patents (1976-2016). Task: Predict the product of the given reaction. (1) Given the reactants [CH3:1][C:2]1[CH:7]=[CH:6][C:5]([S:8][C:9]2[CH:14]=[CH:13][C:12]([S:15]([N:18]([CH2:30][CH2:31][N:32]3[CH2:37][CH2:36][O:35][CH2:34][CH2:33]3)[C@@H:19]([C:23]([O:25]C(C)(C)C)=[O:24])[CH:20]([CH3:22])[CH3:21])(=[O:17])=[O:16])=[CH:11][CH:10]=2)=[CH:4][CH:3]=1.[ClH:38], predict the reaction product. The product is: [ClH:38].[CH3:1][C:2]1[CH:3]=[CH:4][C:5]([S:8][C:9]2[CH:10]=[CH:11][C:12]([S:15]([N:18]([CH2:30][CH2:31][N:32]3[CH2:37][CH2:36][O:35][CH2:34][CH2:33]3)[C@@H:19]([C:23]([OH:25])=[O:24])[CH:20]([CH3:22])[CH3:21])(=[O:17])=[O:16])=[CH:13][CH:14]=2)=[CH:6][CH:7]=1. (2) Given the reactants FC1(F)CCN(C(C2NC3=NC=C(OC4CCN(C(C)C)CC4)C=C3C=2)=O)CC1.[CH3:30][O:31][C:32]([C:34]1[N:51]([C:52]([O:54][C:55]([CH3:58])([CH3:57])[CH3:56])=[O:53])[C:37]2=[N:38][C:39]([Cl:50])=[C:40]([O:42]CC3C=CC=CC=3)[CH:41]=[C:36]2[CH:35]=1)=[O:33], predict the reaction product. The product is: [CH3:30][O:31][C:32]([C:34]1[N:51]([C:52]([O:54][C:55]([CH3:58])([CH3:57])[CH3:56])=[O:53])[C:37]2=[N:38][C:39]([Cl:50])=[C:40]([OH:42])[CH:41]=[C:36]2[CH:35]=1)=[O:33]. (3) The product is: [CH:1]1([CH2:4][N:5]([CH2:6][C:8]2[O:12][C:11]([C:13]3[CH:14]=[CH:15][C:16]([O:19][CH2:20][CH2:21][CH2:22][N:23]4[CH2:27][CH2:26][CH2:25][CH:24]4[CH3:28])=[CH:17][CH:18]=3)=[N:10][C:9]=2[CH3:29])[CH2:30][CH2:31][CH3:32])[CH2:2][CH2:3]1. Given the reactants [CH:1]1([CH2:4][N:5]([CH2:30][CH2:31][CH3:32])[C:6]([C:8]2[O:12][C:11]([C:13]3[CH:18]=[CH:17][C:16]([O:19][CH2:20][CH2:21][CH2:22][N:23]4[CH2:27][CH2:26][CH2:25][CH:24]4[CH3:28])=[CH:15][CH:14]=3)=[N:10][C:9]=2[CH3:29])=O)[CH2:3][CH2:2]1, predict the reaction product.